This data is from Forward reaction prediction with 1.9M reactions from USPTO patents (1976-2016). The task is: Predict the product of the given reaction. (1) Given the reactants [Br:1][C:2]1[C:3]([CH3:24])=[C:4]([C:20](F)=[CH:21][CH:22]=1)[C:5]([N:7]([CH2:17][CH2:18][OH:19])[CH2:8][C:9]1[CH:14]=[CH:13][C:12]([O:15][CH3:16])=[CH:11][CH:10]=1)=[O:6], predict the reaction product. The product is: [Br:1][C:2]1[CH:22]=[CH:21][C:20]2[O:19][CH2:18][CH2:17][N:7]([CH2:8][C:9]3[CH:14]=[CH:13][C:12]([O:15][CH3:16])=[CH:11][CH:10]=3)[C:5](=[O:6])[C:4]=2[C:3]=1[CH3:24]. (2) The product is: [NH2:1][C:2]1([C:6]2[CH:7]=[CH:8][C:9]([C:12]3[C:13](=[O:31])[C:14]4[C:15]([O:23][C:24]=3[C:25]3[CH:26]=[CH:27][CH:28]=[CH:29][CH:30]=3)=[C:16]([CH2:20][CH3:21])[N:17]=[CH:18][CH:19]=4)=[CH:10][CH:11]=2)[CH2:5][CH2:4][CH2:3]1. Given the reactants [NH2:1][C:2]1([C:6]2[CH:11]=[CH:10][C:9]([C:12]3[C:13](=[O:31])[C:14]4[C:15]([O:23][C:24]=3[C:25]3[CH:30]=[CH:29][CH:28]=[CH:27][CH:26]=3)=[C:16]([CH2:20][CH2:21]Cl)[N:17]=[CH:18][CH:19]=4)=[CH:8][CH:7]=2)[CH2:5][CH2:4][CH2:3]1.C(C1N=CC=C2C(=O)C(C3C=CC(C4(NC(=O)OC(C)(C)C)CCC4)=CC=3)=C(C3C=CC=CC=3)OC=12)C.Cl, predict the reaction product. (3) Given the reactants [CH2:1]([N:8]=[C:9]=[O:10])[C:2]1[CH:7]=[CH:6][CH:5]=[CH:4][CH:3]=1.[C:11]1([C:17]2([C:27]3[CH:32]=[CH:31][CH:30]=[CH:29][CH:28]=3)[C:25]3[CH2:24][CH2:23][NH:22][CH2:21][C:20]=3[C:19](=[O:26])[O:18]2)[CH:16]=[CH:15][CH:14]=[CH:13][CH:12]=1, predict the reaction product. The product is: [CH2:1]([NH:8][C:9]([N:22]1[CH2:23][CH2:24][C:25]2[C:17]([C:11]3[CH:16]=[CH:15][CH:14]=[CH:13][CH:12]=3)([C:27]3[CH:32]=[CH:31][CH:30]=[CH:29][CH:28]=3)[O:18][C:19](=[O:26])[C:20]=2[CH2:21]1)=[O:10])[C:2]1[CH:7]=[CH:6][CH:5]=[CH:4][CH:3]=1. (4) Given the reactants [NH:1]1[C:9]2[C:4](=[CH:5][C:6]([C:10]3[C:18]4[C:13](=[N:14][CH:15]=[C:16]([C:19]5[CH:26]=[CH:25][C:22]([CH:23]=O)=[C:21]([C:27]([F:30])([F:29])[F:28])[CH:20]=5)[CH:17]=4)[N:12](S(C4C=CC(C)=CC=4)(=O)=O)[CH:11]=3)=[CH:7][CH:8]=2)[CH:3]=[CH:2]1.[CH3:41][N:42]1[CH2:47][CH2:46][NH:45][CH2:44][CH2:43]1.C(O[BH-](OC(=O)C)OC(=O)C)(=O)C.[Na+], predict the reaction product. The product is: [NH:1]1[C:9]2[C:4](=[CH:5][C:6]([C:10]3[C:18]4[C:13](=[N:14][CH:15]=[C:16]([C:19]5[CH:26]=[CH:25][C:22]([CH2:23][N:45]6[CH2:46][CH2:47][N:42]([CH3:41])[CH2:43][CH2:44]6)=[C:21]([C:27]([F:29])([F:30])[F:28])[CH:20]=5)[CH:17]=4)[NH:12][CH:11]=3)=[CH:7][CH:8]=2)[CH:3]=[CH:2]1. (5) Given the reactants [Br:1][C:2]1[CH:7]=[CH:6][C:5]([CH:8]([CH2:14][C:15](=[O:18])[CH2:16][Cl:17])[C:9]([O:11][CH2:12][CH3:13])=[O:10])=[CH:4][CH:3]=1.[CH2:19](O)[CH2:20][OH:21].C1(C)C=CC(S(O)(=O)=O)=CC=1, predict the reaction product. The product is: [Br:1][C:2]1[CH:7]=[CH:6][C:5]([CH:8]([CH2:14][C:15]2([CH2:16][Cl:17])[O:21][CH2:20][CH2:19][O:18]2)[C:9]([O:11][CH2:12][CH3:13])=[O:10])=[CH:4][CH:3]=1. (6) Given the reactants I[C:2]1[CH:12]=[CH:11][C:5]([C:6]([O:8][CH2:9][CH3:10])=[O:7])=[CH:4][CH:3]=1.[CH:13]1([CH:17]=[O:18])[CH2:16][CH2:15][CH2:14]1, predict the reaction product. The product is: [CH:13]1([C:17]([C:2]2[CH:12]=[CH:11][C:5]([C:6]([O:8][CH2:9][CH3:10])=[O:7])=[CH:4][CH:3]=2)=[O:18])[CH2:16][CH2:15][CH2:14]1. (7) Given the reactants [C:1]([NH:7][C@H:8]([C:19]([O:21]C)=[O:20])[CH2:9][C:10]1[C:18]2[C:13](=[CH:14][CH:15]=[CH:16][CH:17]=2)[NH:12][CH:11]=1)(=[O:6])/[C:2](=[CH:4]/[CH3:5])/[CH3:3].[OH-].[Na+], predict the reaction product. The product is: [C:1]([NH:7][C@H:8]([C:19]([OH:21])=[O:20])[CH2:9][C:10]1[C:18]2[C:13](=[CH:14][CH:15]=[CH:16][CH:17]=2)[NH:12][CH:11]=1)(=[O:6])/[C:2](=[CH:4]/[CH3:5])/[CH3:3]. (8) Given the reactants I.[CH2:2]([S:4][C:5](=[NH:13])[NH:6][C:7]1[CH:12]=[CH:11][CH:10]=[CH:9][CH:8]=1)[CH3:3].[CH:14]1([CH2:20][CH2:21][C:22](O)=[O:23])[CH2:19][CH2:18][CH2:17][CH2:16][CH2:15]1.C1C=CC2N(O)N=NC=2C=1.CN1CCOCC1.CN(C(ON1N=NC2C=CC=CC1=2)=[N+](C)C)C.F[P-](F)(F)(F)(F)F, predict the reaction product. The product is: [CH:14]1([CH2:20][CH2:21][C:22]([NH:13][C:5](=[N:6][C:7]2[CH:12]=[CH:11][CH:10]=[CH:9][CH:8]=2)[S:4][CH2:2][CH3:3])=[O:23])[CH2:19][CH2:18][CH2:17][CH2:16][CH2:15]1. (9) Given the reactants [C:1]([NH:4][CH:5]([C:11]([O:13][CH2:14][CH3:15])=[O:12])[C:6]([O:8][CH2:9][CH3:10])=[O:7])(=[O:3])[CH3:2].CC[O-].[Na+].[CH2:20]([C:28]1[CH:33]=[CH:32][C:31]([CH2:34][CH2:35]I)=[CH:30][CH:29]=1)[CH2:21][CH2:22][CH2:23][CH2:24][CH2:25][CH2:26][CH3:27], predict the reaction product. The product is: [C:1]([NH:4][C:5]([CH2:35][CH2:34][C:31]1[CH:30]=[CH:29][C:28]([CH2:20][CH2:21][CH2:22][CH2:23][CH2:24][CH2:25][CH2:26][CH3:27])=[CH:33][CH:32]=1)([C:11]([O:13][CH2:14][CH3:15])=[O:12])[C:6]([O:8][CH2:9][CH3:10])=[O:7])(=[O:3])[CH3:2].